From a dataset of Reaction yield outcomes from USPTO patents with 853,638 reactions. Predict the reaction yield, written as a fraction of the theoretical maximum amount of product (1.0 means a 100% yield; for example, 0.34 means a 34% yield). The reactants are [O:1]=[C:2]1[CH2:7][CH2:6][N:5]([C:8]([O:10][CH2:11][C:12]2[CH:17]=[CH:16][CH:15]=[CH:14][CH:13]=2)=[O:9])[CH2:4][CH2:3]1.C[Si](C)(C)[N-][Si](C)(C)C.[Li+].C1C=CC(N([S:35]([C:38]([F:41])([F:40])[F:39])(=[O:37])=[O:36])[S:35]([C:38]([F:41])([F:40])[F:39])(=[O:37])=[O:36])=CC=1.[OH-].[Na+]. The catalyst is O1CCCC1. The product is [F:39][C:38]([F:41])([F:40])[S:35]([O:1][C:2]1[CH2:7][CH2:6][N:5]([C:8]([O:10][CH2:11][C:12]2[CH:17]=[CH:16][CH:15]=[CH:14][CH:13]=2)=[O:9])[CH2:4][CH:3]=1)(=[O:37])=[O:36]. The yield is 0.610.